Dataset: Peptide-MHC class I binding affinity with 185,985 pairs from IEDB/IMGT. Task: Regression. Given a peptide amino acid sequence and an MHC pseudo amino acid sequence, predict their binding affinity value. This is MHC class I binding data. (1) The peptide sequence is TASGKLITEW. The MHC is HLA-B57:01 with pseudo-sequence HLA-B57:01. The binding affinity (normalized) is 0.639. (2) The peptide sequence is HYQDVLKEVKA. The MHC is Patr-A0901 with pseudo-sequence Patr-A0901. The binding affinity (normalized) is 0.175. (3) The peptide sequence is YSTVRDLFL. The MHC is HLA-A02:03 with pseudo-sequence HLA-A02:03. The binding affinity (normalized) is 0.0847.